Dataset: Catalyst prediction with 721,799 reactions and 888 catalyst types from USPTO. Task: Predict which catalyst facilitates the given reaction. (1) Reactant: [NH2:1][C:2]1[CH:3]=[CH:4][C:5]([O:23][CH3:24])=[C:6]([NH:8][C:9]2[N:14]=[C:13]([NH:15][C:16]3[CH:21]=[CH:20][CH:19]=[CH:18][CH:17]=3)[C:12]([F:22])=[CH:11][N:10]=2)[CH:7]=1.[C:25]([CH2:27][C:28](O)=[O:29])#[N:26].CN(C(ON1N=NC2C=CC=NC1=2)=[N+](C)C)C.F[P-](F)(F)(F)(F)F.CCN(C(C)C)C(C)C. Product: [F:22][C:12]1[C:13]([NH:15][C:16]2[CH:21]=[CH:20][CH:19]=[CH:18][CH:17]=2)=[N:14][C:9]([NH:8][C:6]2[CH:7]=[C:2]([NH:1][C:28](=[O:29])[CH2:27][C:25]#[N:26])[CH:3]=[CH:4][C:5]=2[O:23][CH3:24])=[N:10][CH:11]=1. The catalyst class is: 2. (2) Reactant: [NH2:1][CH:2]1[CH2:7][CH2:6][N:5]([C:8](=[O:18])[CH2:9][CH2:10][CH2:11][N:12]2[CH2:17][CH2:16][O:15][CH2:14][CH2:13]2)[CH2:4][CH2:3]1.C(N(C(C)C)CC)(C)C.[F:28][C:29]1[CH:30]=[C:31]([N:36]=[C:37]=[O:38])[CH:32]=[CH:33][C:34]=1[F:35]. Product: [F:28][C:29]1[CH:30]=[C:31]([NH:36][C:37]([NH:1][CH:2]2[CH2:7][CH2:6][N:5]([C:8](=[O:18])[CH2:9][CH2:10][CH2:11][N:12]3[CH2:13][CH2:14][O:15][CH2:16][CH2:17]3)[CH2:4][CH2:3]2)=[O:38])[CH:32]=[CH:33][C:34]=1[F:35]. The catalyst class is: 3.